From a dataset of Reaction yield outcomes from USPTO patents with 853,638 reactions. Predict the reaction yield, written as a fraction of the theoretical maximum amount of product (1.0 means a 100% yield; for example, 0.34 means a 34% yield). (1) The reactants are [Mg:1].Br[CH2:3][CH2:4][CH2:5][CH3:6].O1[CH2:12][CH2:11]OCC1.C(O[CH2:16][CH3:17])C. No catalyst specified. The product is [CH2:3]([Mg:1][CH2:16][CH2:17][CH2:11][CH3:12])[CH2:4][CH2:5][CH3:6]. The yield is 0.800. (2) The reactants are C[O:2][C:3]([C:5]1[C:13]([NH:14][C:15]2[CH:20]=[CH:19][C:18]([Br:21])=[CH:17][C:16]=2[Cl:22])=[C:12]([F:23])[C:8]2[N:9]=[CH:10][NH:11][C:7]=2[CH:6]=1)=[O:4].[OH-].[Na+]. The catalyst is CCO.C(OCC)(=O)C.O.Cl. The product is [Br:21][C:18]1[CH:19]=[CH:20][C:15]([NH:14][C:13]2[C:5]([C:3]([OH:4])=[O:2])=[CH:6][C:7]3[NH:11][CH:10]=[N:9][C:8]=3[C:12]=2[F:23])=[C:16]([Cl:22])[CH:17]=1. The yield is 0.390. (3) The reactants are C[O:2][C:3](=O)[CH:4]([NH:16][S:17]([C:20]1[CH:25]=[CH:24][C:23]([Cl:26])=[CH:22][CH:21]=1)(=[O:19])=[O:18])[CH:5]([CH2:11][C:12]([F:15])([F:14])[F:13])[CH2:6][C:7]([F:10])([F:9])[F:8].[Li+].[BH4-]. The catalyst is C1COCC1. The product is [Cl:26][C:23]1[CH:24]=[CH:25][C:20]([S:17]([NH:16][CH:4]([CH2:3][OH:2])[CH:5]([CH2:6][C:7]([F:8])([F:9])[F:10])[CH2:11][C:12]([F:14])([F:13])[F:15])(=[O:18])=[O:19])=[CH:21][CH:22]=1. The yield is 0.670.